This data is from Full USPTO retrosynthesis dataset with 1.9M reactions from patents (1976-2016). The task is: Predict the reactants needed to synthesize the given product. The reactants are: [CH3:1][CH:2]([CH3:39])[C:3]([O:5][C@H:6]([O:10][C:11]([O:13]N1C(=O)[C@@H](OC(=O)C2C=CC=CC=2)[C@H](OC(=O)C2C=CC=CC=2)C1=O)=O)[CH:7]([CH3:9])[CH3:8])=[O:4].[NH2:40][CH2:41][CH2:42][CH2:43][P:44]([OH:46])[OH:45].C1COCC1. Given the product [C:3]([O:5][C@H:6]([O:10][C:11]([NH:40][CH2:41][CH2:42][CH2:43][P:44]([OH:46])[OH:45])=[O:13])[CH:7]([CH3:8])[CH3:9])(=[O:4])[CH:2]([CH3:1])[CH3:39], predict the reactants needed to synthesize it.